Predict the reactants needed to synthesize the given product. From a dataset of Full USPTO retrosynthesis dataset with 1.9M reactions from patents (1976-2016). The reactants are: [CH3:1][O:2][CH2:3][C:4]1[C:9](Br)=[CH:8][CH:7]=[CH:6][C:5]=1[N:11]1[C:15](=[O:16])[N:14]([CH3:17])[N:13]=[N:12]1.[CH3:18]B(O)O.[F-].[Cs+]. Given the product [CH3:1][O:2][CH2:3][C:4]1[C:9]([CH3:18])=[CH:8][CH:7]=[CH:6][C:5]=1[N:11]1[C:15](=[O:16])[N:14]([CH3:17])[N:13]=[N:12]1, predict the reactants needed to synthesize it.